Dataset: Forward reaction prediction with 1.9M reactions from USPTO patents (1976-2016). Task: Predict the product of the given reaction. (1) Given the reactants [OH:1][CH2:2][C:3]1[CH:4]=[C:5]([OH:9])[CH:6]=[CH:7][CH:8]=1.N1C=CN=C1.[C:15]([Si:19](Cl)([CH3:21])[CH3:20])([CH3:18])([CH3:17])[CH3:16], predict the reaction product. The product is: [Si:19]([O:1][CH2:2][C:3]1[CH:4]=[C:5]([OH:9])[CH:6]=[CH:7][CH:8]=1)([C:15]([CH3:18])([CH3:17])[CH3:16])([CH3:21])[CH3:20]. (2) Given the reactants [Br:1][C:2]1[CH:14]=[CH:13][C:5]([C:6]([CH2:8][CH2:9][C:10]([OH:12])=[O:11])=[O:7])=[CH:4][CH:3]=1.[N+:15]([O-])([OH:17])=[O:16], predict the reaction product. The product is: [Br:1][C:2]1[CH:3]=[CH:4][C:5]([C:6]([CH2:8][CH2:9][C:10]([OH:12])=[O:11])=[O:7])=[CH:13][C:14]=1[N+:15]([O-:17])=[O:16]. (3) Given the reactants [C:1]([O:5][C:6](=[O:18])[NH:7][C:8]1[CH:13]=[CH:12][C:11](I)=[CH:10][C:9]=1[N+:15]([O-:17])=[O:16])([CH3:4])([CH3:3])[CH3:2].[C:19]1([C:25]#[CH:26])[CH:24]=[CH:23][CH:22]=[CH:21][CH:20]=1, predict the reaction product. The product is: [C:1]([O:5][C:6](=[O:18])[NH:7][C:8]1[CH:13]=[CH:12][C:11]([C:26]#[C:25][C:19]2[CH:24]=[CH:23][CH:22]=[CH:21][CH:20]=2)=[CH:10][C:9]=1[N+:15]([O-:17])=[O:16])([CH3:4])([CH3:3])[CH3:2]. (4) Given the reactants [CH2:1]([C:3]1[NH:7][N:6]=[C:5]([CH2:8][C:9]([O:11]C)=O)[N:4]=1)[CH3:2].[CH2:13]([C@@H:20]1[NH:25][CH2:24][CH2:23][N:22]([C:26]2[CH:34]=[C:33]3[C:29]([C:30]([CH2:39][CH3:40])=[N:31][N:32]3[CH:35]3[CH2:38][CH2:37][CH2:36]3)=[CH:28][CH:27]=2)[CH2:21]1)[C:14]1[CH:19]=[CH:18][CH:17]=[CH:16][CH:15]=1, predict the reaction product. The product is: [CH2:13]([C@H:20]1[CH2:21][N:22]([C:26]2[CH:34]=[C:33]3[C:29]([C:30]([CH2:39][CH3:40])=[N:31][N:32]3[CH:35]3[CH2:36][CH2:37][CH2:38]3)=[CH:28][CH:27]=2)[CH2:23][CH2:24][N:25]1[C:9](=[O:11])[CH2:8][C:5]1[NH:4][C:3]([CH2:1][CH3:2])=[N:7][N:6]=1)[C:14]1[CH:15]=[CH:16][CH:17]=[CH:18][CH:19]=1. (5) Given the reactants ClC1C=CC=C(Cl)C=1C(N(C)C1C(C(O)=O)=NN(C2CCCCO2)C=1)=O.[C:27]([N:34]1[CH2:39][CH2:38][CH:37](N)[CH2:36][CH2:35]1)([O:29][C:30]([CH3:33])([CH3:32])[CH3:31])=[O:28], predict the reaction product. The product is: [C:30]([O:29][C:27]([N:34]1[CH2:39][CH2:38][CH2:37][CH2:36][CH2:35]1)=[O:28])([CH3:33])([CH3:31])[CH3:32]. (6) Given the reactants [CH2:1]([N:4]1[C:12]2[C:7](=[CH:8][CH:9]=[CH:10][CH:11]=2)[C:6](=[O:13])[C:5]1=[O:14])[CH2:2]C.[CH3:15]C1C=C2C(=CC=1)NC(=O)C2=O.C(Br)C, predict the reaction product. The product is: [CH2:1]([N:4]1[C:12]2[C:7](=[CH:8][C:9]([CH3:15])=[CH:10][CH:11]=2)[C:6](=[O:13])[C:5]1=[O:14])[CH3:2]. (7) Given the reactants [F:1][C:2]1[CH:11]=[C:10]([CH:12]=[O:13])[CH:9]=[CH:8][C:3]=1[C:4]([NH:6][CH3:7])=[O:5].[BH4-].[Na+], predict the reaction product. The product is: [F:1][C:2]1[CH:11]=[C:10]([CH2:12][OH:13])[CH:9]=[CH:8][C:3]=1[C:4]([NH:6][CH3:7])=[O:5]. (8) Given the reactants [CH2:1]([O:19][CH:20]([CH2:23][O:24][CH2:25][CH2:26][CH2:27][CH2:28][CH2:29][CH2:30][CH2:31][CH2:32]/[CH:33]=[CH:34]\[CH2:35]/[CH:36]=[CH:37]\[CH2:38][CH2:39][CH2:40][CH2:41][CH3:42])[CH:21]=[O:22])[CH2:2][CH2:3][CH2:4][CH2:5][CH2:6][CH2:7][CH2:8]/[CH:9]=[CH:10]\[CH2:11]/[CH:12]=[CH:13]\[CH2:14][CH2:15][CH2:16][CH2:17][CH3:18], predict the reaction product. The product is: [CH2:25]([O:24][CH2:23][CH:20]([O:19][CH2:1][CH2:2][CH2:3][CH2:4][CH2:5][CH2:6][CH2:7][CH2:8]/[CH:9]=[CH:10]\[CH2:11]/[CH:12]=[CH:13]\[CH2:14][CH2:15][CH2:16][CH2:17][CH3:18])[CH:21]([OH:22])[CH2:1][CH2:2][CH2:3][CH2:4][CH2:5][CH2:6][CH2:7][CH2:8]/[CH:9]=[CH:10]\[CH2:11]/[CH:12]=[CH:13]\[CH2:14][CH2:15][CH2:16][CH2:17][CH3:18])[CH2:26][CH2:27][CH2:28][CH2:29][CH2:30][CH2:31][CH2:32]/[CH:33]=[CH:34]\[CH2:35]/[CH:36]=[CH:37]\[CH2:38][CH2:39][CH2:40][CH2:41][CH3:42].